From a dataset of Forward reaction prediction with 1.9M reactions from USPTO patents (1976-2016). Predict the product of the given reaction. (1) Given the reactants [CH:1]1([C:4]2[C:13]3[C:8](=[CH:9][CH:10]=[CH:11][CH:12]=3)[C:7]([N:14]=[C:15]=[S:16])=[CH:6][CH:5]=2)[CH2:3][CH2:2]1.[NH2:17][NH2:18].[C:19](=[O:24])(OC)OC, predict the reaction product. The product is: [CH:1]1([C:4]2[C:13]3[C:8](=[CH:9][CH:10]=[CH:11][CH:12]=3)[C:7]([N:14]3[C:15]([SH:16])=[N:18][N:17]=[C:19]3[OH:24])=[CH:6][CH:5]=2)[CH2:3][CH2:2]1. (2) Given the reactants [CH3:1][CH:2]([CH3:29])[CH2:3][C@H:4]([O:9][C@H:10]([C:23]1[CH:28]=[CH:27][CH:26]=[CH:25][CH:24]=1)[C:11]1[CH:16]=[CH:15][C:14]([C:17]2[CH:18]=[N:19][CH:20]=[CH:21][CH:22]=2)=[CH:13][CH:12]=1)[C:5]([O:7][CH3:8])=[O:6].[CH3:30][O:31][CH2:32][CH2:33][Br:34], predict the reaction product. The product is: [Br-:34].[CH3:8][O:7][C:5]([C@@H:4]([O:9][C@H:10]([C:23]1[CH:24]=[CH:25][CH:26]=[CH:27][CH:28]=1)[C:11]1[CH:16]=[CH:15][C:14]([C:17]2[CH:18]=[N+:19]([CH2:33][CH2:32][O:31][CH3:30])[CH:20]=[CH:21][CH:22]=2)=[CH:13][CH:12]=1)[CH2:3][CH:2]([CH3:29])[CH3:1])=[O:6]. (3) Given the reactants [Br:1][C:2]1[CH:10]=[CH:9][C:5]([C:6]([OH:8])=O)=[CH:4][CH:3]=1.CN1CCOCC1.F[P-](F)(F)(F)(F)F.N1(O[P+](N(C)C)(N(C)C)N(C)C)C2C=CC=CC=2N=N1.[NH2:45][C:46]1[CH:51]=[CH:50][C:49]([OH:52])=[CH:48][CH:47]=1, predict the reaction product. The product is: [Br:1][C:2]1[CH:3]=[CH:4][C:5]([C:6]([NH:45][C:46]2[CH:51]=[CH:50][C:49]([OH:52])=[CH:48][CH:47]=2)=[O:8])=[CH:9][CH:10]=1. (4) Given the reactants FC(F)(F)C(O)=O.[OH:8][C:9]1[CH:36]=[CH:35][C:34]([CH:37]2[CH2:42][CH2:41][CH2:40][NH:39][CH2:38]2)=[CH:33][C:10]=1[C:11]([NH:13][C:14]1[CH:26]=[C:25]([C:27]2[CH:32]=[CH:31][CH:30]=[CH:29][CH:28]=2)[CH:24]=[CH:23][C:15]=1[C:16]([O:18]C(C)(C)C)=[O:17])=[O:12], predict the reaction product. The product is: [OH:8][C:9]1[CH:36]=[CH:35][C:34]([CH:37]2[CH2:42][CH2:41][CH2:40][NH:39][CH2:38]2)=[CH:33][C:10]=1[C:11]([NH:13][C:14]1[CH:26]=[C:25]([C:27]2[CH:28]=[CH:29][CH:30]=[CH:31][CH:32]=2)[CH:24]=[CH:23][C:15]=1[C:16]([OH:18])=[O:17])=[O:12]. (5) Given the reactants C([O:5][C:6](=[O:42])[CH2:7][N:8]([CH:21]1[CH2:29][CH2:28][C:27]2[C:23](=[CH:24][N:25]([C:30]3[C:39]4[C:34](=[CH:35][CH:36]=[C:37]([O:40][CH3:41])[N:38]=4)[N:33]=[CH:32][CH:31]=3)[N:26]=2)[CH2:22]1)[CH2:9][C:10]1[CH:11]=[CH:12][C:13]2[S:18][CH2:17][C:16](=[O:19])[NH:15][C:14]=2[CH:20]=1)(C)(C)C, predict the reaction product. The product is: [CH3:41][O:40][C:37]1[N:38]=[C:39]2[C:34](=[CH:35][CH:36]=1)[N:33]=[CH:32][CH:31]=[C:30]2[N:25]1[CH:24]=[C:23]2[C:27]([CH2:28][CH2:29][CH:21]([N:8]([CH2:7][C:6]([OH:42])=[O:5])[CH2:9][C:10]3[CH:11]=[CH:12][C:13]4[S:18][CH2:17][C:16](=[O:19])[NH:15][C:14]=4[CH:20]=3)[CH2:22]2)=[N:26]1.